Dataset: Experimentally validated miRNA-target interactions with 360,000+ pairs, plus equal number of negative samples. Task: Binary Classification. Given a miRNA mature sequence and a target amino acid sequence, predict their likelihood of interaction. The miRNA is mmu-miR-687 with sequence CUAUCCUGGAAUGCAGCAAUGA. The protein sequence of the target gene is MGCCGCSGGCGSGCGGCGSGCGGCGSGCGGCGSGCGGCGSGCGGCGSSCCVPICCCKPVCCCVPACSCSSCGSCGGSKGGYGSCGGSKGGCVSCGGSKGGCGSCGGSKGGCGSCGGSKGGCGSCGGSKGGCVSCGGSKGGCGSCGGSKGGCVSCGGSKGGCGSCGGSKGGCGSCGGSKGGCGSCGGSKGGCGSCGCSQCSCCKPCCCSSGCGSSCCQSSCCKPCCSSSGCGSSCCQSSCCKPYCCQSSCCKPCCSSSGCGSSCCQSSCCNPCCSQSSCCVPVCCQCKI. Result: 0 (no interaction).